Dataset: Forward reaction prediction with 1.9M reactions from USPTO patents (1976-2016). Task: Predict the product of the given reaction. (1) Given the reactants [CH3:1][C:2]1[CH:3]=[C:4]([CH3:20])[C:5]2[N:6](C=[N+](CC(=O)C3C=CC=CC=3)[N:10]=2)[N:7]=1.[OH-].[Na+], predict the reaction product. The product is: [CH3:20][C:4]1[CH:3]=[C:2]([CH3:1])[N:7]=[N:6][C:5]=1[NH2:10]. (2) The product is: [O:13]=[C:12]1[CH2:24][N:25]([S:34]([C:31]2[CH:32]=[CH:33][C:28]([CH3:38])=[CH:29][CH:30]=2)(=[O:36])=[O:35])[CH:16]([CH2:17][C:18]([O:20][CH2:21][CH3:22])=[O:19])[CH2:15][NH:14]1. Given the reactants C(OC(C[C:12]([NH:14][CH2:15][C:16](=O)[CH2:17][C:18]([O:20][CH2:21][CH3:22])=[O:19])=[O:13])=O)C1C=CC=CC=1.[C:24]([BH3-])#[N:25].[Na+].[C:28]1([CH3:38])[CH:33]=[CH:32][C:31]([S:34](Cl)(=[O:36])=[O:35])=[CH:30][CH:29]=1.C(=O)([O-])[O-].[Na+].[Na+], predict the reaction product. (3) Given the reactants [NH2:1][C:2]1[CH:7]=[CH:6][C:5]([N:8]2[CH:13]=[CH:12][C:11]([O:14][CH2:15][C:16]3[CH:21]=[CH:20][C:19]([Cl:22])=[CH:18][CH:17]=3)=[CH:10][C:9]2=[O:23])=[CH:4][C:3]=1[NH:24][CH3:25].CN(C(ON1N=NC2C=CC=NC1=2)=[N+](C)C)C.F[P-](F)(F)(F)(F)F.C(N(CC)C(C)C)(C)C.[CH:59]1([CH2:62][C:63](O)=O)[CH2:61][CH2:60]1, predict the reaction product. The product is: [Cl:22][C:19]1[CH:18]=[CH:17][C:16]([CH2:15][O:14][C:11]2[CH:12]=[CH:13][N:8]([C:5]3[CH:6]=[CH:7][C:2]4[N:1]=[C:63]([CH2:62][CH:59]5[CH2:60][CH2:61]5)[N:24]([CH3:25])[C:3]=4[CH:4]=3)[C:9](=[O:23])[CH:10]=2)=[CH:21][CH:20]=1. (4) Given the reactants [CH3:1][O:2][CH2:3][O:4][C:5]1[CH:14]=[CH:13][C:8]([C:9]([O:11]C)=[O:10])=[CH:7][CH:6]=1.[OH-].[Li+], predict the reaction product. The product is: [CH3:1][O:2][CH2:3][O:4][C:5]1[CH:14]=[CH:13][C:8]([C:9]([OH:11])=[O:10])=[CH:7][CH:6]=1. (5) Given the reactants [OH:1][N:2]=[C:3]([C:5]1[CH:6]=[CH:7][C:8]2[N:9]([CH:11]=[CH:12][N:13]=2)[CH:10]=1)[NH2:4].[Cl:14][C:15]1[CH:23]=[CH:22][C:18]([C:19](Cl)=O)=[CH:17][N:16]=1.N, predict the reaction product. The product is: [Cl:14][C:15]1[N:16]=[CH:17][C:18]([C:19]2[O:1][N:2]=[C:3]([C:5]3[CH:6]=[CH:7][C:8]4[N:9]([CH:11]=[CH:12][N:13]=4)[CH:10]=3)[N:4]=2)=[CH:22][CH:23]=1.